Predict which catalyst facilitates the given reaction. From a dataset of Catalyst prediction with 721,799 reactions and 888 catalyst types from USPTO. (1) Reactant: Br[CH2:2][C:3]1[CH:4]=[C:5]([NH:9][C:10](=[O:12])[CH3:11])[CH:6]=[CH:7][CH:8]=1.C([O-])([O-])=O.[K+].[K+].[CH3:19][CH2:20][SH:21]. Product: [CH2:20]([S:21][CH2:2][C:3]1[CH:4]=[C:5]([NH:9][C:10](=[O:12])[CH3:11])[CH:6]=[CH:7][CH:8]=1)[CH3:19]. The catalyst class is: 144. (2) Reactant: [CH:1]1([C:4]2[CH:5]=[C:6]([CH:10]=[CH:11][C:12]=2[F:13])[C:7](O)=[O:8])[CH2:3][CH2:2]1.[NH3:14].C1COCC1. Product: [CH:1]1([C:4]2[CH:5]=[C:6]([CH:10]=[CH:11][C:12]=2[F:13])[C:7]([NH2:14])=[O:8])[CH2:3][CH2:2]1. The catalyst class is: 1. (3) Reactant: [N+:1]([CH:4]=[C:5]1[NH:9][CH2:8][CH2:7][S:6]1)([O-:3])=[O:2].ClC1C=C(Cl)C=C(Cl)C=1[O:19][C:20](=O)[CH:21]([CH3:34])[C:22](OC1C(Cl)=CC(Cl)=CC=1Cl)=[O:23].C(OC(=O)C)C. Product: [OH:23][C:22]1[C:4]([N+:1]([O-:3])=[O:2])=[C:5]2[S:6][CH2:7][CH2:8][N:9]2[C:20](=[O:19])[C:21]=1[CH3:34]. The catalyst class is: 113. (4) Reactant: [NH2:1][C@@H:2]([CH2:12][C:13]1[CH:18]=[CH:17][C:16]([C:19]([F:22])([F:21])[F:20])=[CH:15][CH:14]=1)[C@@H:3]([C:5]1[CH:10]=[CH:9][C:8]([F:11])=[CH:7][CH:6]=1)[OH:4].[CH3:23][C:24]1[C:33]2[C:28](=[CH:29][CH:30]=[CH:31][CH:32]=2)[C:27]([C:34](O)=[O:35])=[CH:26][CH:25]=1.Cl.C(N=C=NCCCN(C)C)C.ON1C2C=CC=CC=2N=N1. Product: [F:11][C:8]1[CH:9]=[CH:10][C:5]([CH:3]([OH:4])[CH:2]([NH:1][C:34]([C:27]2[C:28]3[C:33](=[CH:32][CH:31]=[CH:30][CH:29]=3)[C:24]([CH3:23])=[CH:25][CH:26]=2)=[O:35])[CH2:12][C:13]2[CH:18]=[CH:17][C:16]([C:19]([F:22])([F:20])[F:21])=[CH:15][CH:14]=2)=[CH:6][CH:7]=1. The catalyst class is: 47. (5) Reactant: [NH2:1][CH2:2][CH:3]([NH2:5])[CH3:4].Br[C:7]1[C:12]([CH3:13])=[C:11]([CH3:14])[C:10]([CH3:15])=[C:9]([CH3:16])[C:8]=1[CH3:17].CC(C)([O-])C.[Na+].O. Product: [CH3:17][C:8]1[C:9]([CH3:16])=[C:10]([CH3:15])[C:11]([CH3:14])=[C:12]([CH3:13])[C:7]=1[NH:1][CH2:2][CH:3]([NH2:5])[CH3:4]. The catalyst class is: 733. (6) Reactant: [C:1]1([CH2:7][C:8]2[CH:14]=[CH:13][C:11]([NH2:12])=[CH:10][CH:9]=2)[CH:6]=[CH:5][CH:4]=[CH:3][CH:2]=1.Br[CH:16]([CH3:22])[C:17]([O:19][CH2:20][CH3:21])=[O:18].C(=O)(O)[O-].[Na+].O. Product: [CH2:20]([O:19][C:17](=[O:18])[C@H:16]([CH3:22])[NH:12][C:11]1[CH:10]=[CH:9][C:8]([CH2:7][C:1]2[CH:2]=[CH:3][CH:4]=[CH:5][CH:6]=2)=[CH:14][CH:13]=1)[CH3:21]. The catalyst class is: 27.